This data is from Experimentally validated miRNA-target interactions with 360,000+ pairs, plus equal number of negative samples. The task is: Binary Classification. Given a miRNA mature sequence and a target amino acid sequence, predict their likelihood of interaction. (1) The miRNA is rno-miR-133a-3p with sequence UUUGGUCCCCUUCAACCAGCUG. The protein sequence of the target gene is MDARGGGGRPGDSPGTTPAPGPPPPPPPPAPLQLQPPPAPPPNPTTPSHPESADEPGPRSRLCSRDSSCTPGAAKGGANGECGRGEPQCSPEGPARGPKVSFSCRGAASGPAAAEEAGSEEAGPAGEPRGSQASFLQRQFGALLQPGVNKFSLRMFGSQKAVEREQERVKSAGAWIIHPYSDFRFYWDFTMLLFMVGNLIIIPVGITFFKDETTAPWIVFNVVSDTFFLMDLVLNFRTGIVIEDNTEIILDPEKIKKKYLRTWFVVDFVSSIPVDYIFLIVEKGIDSEVYKTARALRIVR.... Result: 1 (interaction). (2) The protein sequence of the target gene is MPFLDIQKKLGISLDRHFMFLSAEQPYKNAARCHAFEKEWIECAHGIGGTRAKKECKIEFDDFEECLLRYKTMRRMHDIKKQREKLMKEGKYTPPPHHSGREEPRP. Result: 0 (no interaction). The miRNA is mmu-miR-98-5p with sequence UGAGGUAGUAAGUUGUAUUGUU. (3) Result: 0 (no interaction). The miRNA is hsa-miR-3117-3p with sequence AUAGGACUCAUAUAGUGCCAG. The protein sequence of the target gene is MAADISESSGADCKGDPRNSAKLDADYPLRVLYCGVCSLPTEYCEYMPDVAKCRQWLEKNFPNEFAKLTVENSPKQEAGISEGQGTAGEEEEKKKQKRGGRGQIKQKKKTVPQKVTIAKIPRAKKKYVTRVCGLATFEIDLKEAQRFFAQKFSCGASVTGEDEIIIQGDFTDDIIDVIQEKWPEVDDDSIEDLGEVKK. (4) The miRNA is hsa-miR-4654 with sequence UGUGGGAUCUGGAGGCAUCUGG. The protein sequence of the target gene is MENGAVYSPTTEAAPGTGRGARSGLAAYFVLGRLPWHRRILKGLQLLLSLLAFICEEVVSECGLCGGLYFFEFVSCSAFLLSLLLLIVYCTPVHDRVDTGKVKSSDFYITLGTGCVFLLASIIFVSTHSGTSAEIAAIVFGFLASSMFLLDFVVMLCEKLRESPLRKPENNAKVEALTEPLNA. Result: 0 (no interaction). (5) The protein sequence of the target gene is MNRIRKFFRGSGRVLAFIFVASVIWLLFDMAALRLSFSEINTRVIKEDIVRRERIGFRVQPDQGKIFYSSIKEMKPPLRGHGKGAWGKENVRKTEESVLKVEVDLDQTQRERKMQNALGRGKVVPLWHPAHLQTLPVTPNKQKTDGRGTKPEASSHQGTPKQTTAQGAPKTSFIAAKGTQVVKISVHMGRVSLKQEPRKSHSPSSDTSKLAAERDLNVTISLSTDRPKQRSQAVANERAHPASTAVPKSGEAMALNKTKTQSKEVNANKHKANTSLPFPKFTVNSNRLRKQSINETPLGS.... The miRNA is hsa-miR-548c-3p with sequence CAAAAAUCUCAAUUACUUUUGC. Result: 1 (interaction). (6) The miRNA is hsa-miR-4796-3p with sequence UAAAGUGGCAGAGUAUAGACAC. The protein sequence of the target gene is MADQRMDISSTISDFMSPGPTDLLSGSLGTSGVDCNRKRKGSATDYQLDDFAFEESMDTDKDDPHGRLEYAEHQGRIKNAREAHSQIEKRRRDKMNSFIDELASLVPTCNAMSRKLDKLTVLRMAVQHMKTLRGATNPYTEANYKPTFLSDDELKHLILRAADGFLFVVGCDRGKILFVSESVFKILNYSQNDLIGQSLFDYLHPKDIAKVKEQLSSSDTAPRERLIDAKTGLPVKTDITPGPSRLCSGARRSFFCRMKCNRPSVKVEDKDFASTCSKKKDRKSFCTIHSTGYLKSWPPT.... Result: 0 (no interaction). (7) The miRNA is mmu-miR-1224-5p with sequence GUGAGGACUGGGGAGGUGGAG. Result: 0 (no interaction). The protein sequence of the target gene is MGSLGSKNPQTKQAQVLLLGLDSAGKSTLLYKLKLAKDITTIPTIGFNVEMIELERNLSLTVWDVGGQEKMRTVWGCYCENTDGLVYVVDSTDKQRLEESQRQFEHILKNEHIKNVPVVLLANKQDMPGALTAEDITRMFKVKKLCSDRNWYVQPCCALTGEGLAQGFRKLTGFVKSHMKSRGDTLAFFKQN.